From a dataset of Full USPTO retrosynthesis dataset with 1.9M reactions from patents (1976-2016). Predict the reactants needed to synthesize the given product. (1) Given the product [CH3:17][C:16]1[CH:15]=[C:14]([CH3:18])[NH:13][C:12](=[O:19])[C:11]=1[CH2:10][NH:9][C:7]([C:6]1[CH:20]=[C:2]([C:37]2[CH:36]=[CH:35][CH:34]=[C:33]([CH:31]=[O:32])[CH:38]=2)[CH:3]=[C:4]([N:22]([CH2:29][CH3:30])[CH:23]2[CH2:28][CH2:27][O:26][CH2:25][CH2:24]2)[C:5]=1[CH3:21])=[O:8], predict the reactants needed to synthesize it. The reactants are: Br[C:2]1[CH:3]=[C:4]([N:22]([CH2:29][CH3:30])[CH:23]2[CH2:28][CH2:27][O:26][CH2:25][CH2:24]2)[C:5]([CH3:21])=[C:6]([CH:20]=1)[C:7]([NH:9][CH2:10][C:11]1[C:12](=[O:19])[NH:13][C:14]([CH3:18])=[CH:15][C:16]=1[CH3:17])=[O:8].[CH:31]([C:33]1[CH:34]=[C:35](B(O)O)[CH:36]=[CH:37][CH:38]=1)=[O:32].C([O-])([O-])=O.[Na+].[Na+]. (2) The reactants are: C1([C:7]2[CH:8]=[CH:9][C:10]3[N:11]([C:26]4[CH:27]=[C:28](Br)[CH:29]=[CH:30][CH:31]=4)[C:12]4[C:17]([C:18]=3[CH:19]=2)=[CH:16][C:15]([C:20]2[CH:25]=[CH:24][CH:23]=[CH:22][CH:21]=2)=[CH:14][CH:13]=4)C=CC=CC=1.[NH2:33][C:34]1[CH:35]=[C:36]([C:42]#[N:43])[CH:37]=[C:38]([CH:41]=1)[C:39]#[N:40].[C:44](O[Na])([CH3:47])([CH3:46])C. Given the product [C:42]([C:36]1[CH:35]=[C:34]([N:33]([C:8]2[CH:7]=[CH:19][CH:18]=[C:10]([N:11]3[C:12]4[CH:13]=[CH:14][C:15]([C:20]5[CH:25]=[CH:24][CH:23]=[CH:22][CH:21]=5)=[CH:16][C:17]=4[C:27]4[C:26]3=[CH:31][CH:30]=[C:29]([C:46]3[CH:44]=[CH:47][CH:17]=[CH:12][CH:13]=3)[CH:28]=4)[CH:9]=2)[C:7]2[CH:8]=[CH:9][CH:10]=[CH:18][CH:19]=2)[CH:41]=[C:38]([C:39]#[N:40])[CH:37]=1)#[N:43], predict the reactants needed to synthesize it. (3) Given the product [NH2:8][C:9]([C:12]1[CH:17]=[CH:16][C:15]([C:18]2[C:23]([Cl:24])=[CH:22][N:21]=[C:20]([NH:27][C:28]3[CH:36]=[CH:35][C:31]([CH2:32][CH2:33][OH:34])=[CH:30][CH:29]=3)[N:19]=2)=[CH:14][C:13]=1[F:26])([CH3:10])[CH3:11], predict the reactants needed to synthesize it. The reactants are: C(OC([NH:8][C:9]([C:12]1[CH:17]=[CH:16][C:15]([C:18]2[C:23]([Cl:24])=[CH:22][N:21]=[C:20](Cl)[N:19]=2)=[CH:14][C:13]=1[F:26])([CH3:11])[CH3:10])=O)(C)(C)C.[NH2:27][C:28]1[CH:36]=[CH:35][C:31]([CH2:32][CH2:33][OH:34])=[CH:30][CH:29]=1. (4) Given the product [OH:14][C:13]1[C:7]2[C:6](=[CH:11][CH:10]=[CH:9][CH:8]=2)[C:4]2[O:43][C:44]3[CH:51]=[CH:50][C:49]([O:52][CH3:53])=[CH:48][C:45]=3[C:46]=2[N:47]=1, predict the reactants needed to synthesize it. The reactants are: COC(=O)[CH:4]([C:6]1[CH:11]=[CH:10][C:9](Cl)=[CH:8][C:7]=1[C:13](OC)=[O:14])Br.OC1C=CC=CC=1C#N.COC(=O)C(C1C=CC=CC=1C(OC)=O)Br.[OH:43][C:44]1[CH:51]=[CH:50][C:49]([O:52][CH3:53])=[CH:48][C:45]=1[C:46]#[N:47].